Task: Regression/Classification. Given a drug SMILES string, predict its absorption, distribution, metabolism, or excretion properties. Task type varies by dataset: regression for continuous measurements (e.g., permeability, clearance, half-life) or binary classification for categorical outcomes (e.g., BBB penetration, CYP inhibition). Dataset: bbb_martins.. Dataset: Blood-brain barrier penetration binary classification data from Martins et al. (1) The compound is NC1[C@@H]2CN(c3nc4c(cc3F)c(=O)c(C(=O)O)cn4-c3ccc(F)cc3F)C[C@H]12. The result is 1 (penetrates BBB). (2) The result is 1 (penetrates BBB). The molecule is O=c1n(CCCN2CCN(c3cccc(Cl)c3)CC2)nc2ccccn12. (3) The molecule is COc1cc2c(cc1OC)[C@@H](c1ccccc1)CN(C)CC2. The result is 1 (penetrates BBB). (4) The drug is CCC1(c2ccccc2)C(=O)N(COC)C(=O)N(COC)C1=O. The result is 1 (penetrates BBB). (5) The drug is CN1CC[C@@]2(C)c3cc(OC(=O)Nc4ccccc4)ccc3N(C)[C@@H]12. The result is 1 (penetrates BBB). (6) The result is 1 (penetrates BBB). The drug is NC(=O)C1(N2CCCCC2)CCN(CCCN2c3ccccc3CCc3ccc(Cl)cc32)CC1. (7) The molecule is Cc1cc2c(s1)=Nc1ccccc1NC=2N1CCN(C)CC1. The result is 1 (penetrates BBB). (8) The result is 1 (penetrates BBB). The drug is Cc1ccc2c(c1)c1c3n2CCNC3CCC1.[Cl-].[H+].